Dataset: Full USPTO retrosynthesis dataset with 1.9M reactions from patents (1976-2016). Task: Predict the reactants needed to synthesize the given product. Given the product [CH2:1]([O:3][C:4]([C:6]1[C:10]([C:11]([CH3:14])([CH3:13])[CH3:12])=[C:9]([Br:15])[N:8]([C:16]2[CH:21]=[CH:20][C:19]([F:22])=[CH:18][CH:17]=2)[C:7]=1[CH2:23][N:30]([C:31]([O:33][C:34]([CH3:35])([CH3:37])[CH3:36])=[O:32])[CH2:29][C:28]([O:27][CH2:25][CH3:26])=[O:38])=[O:5])[CH3:2], predict the reactants needed to synthesize it. The reactants are: [CH2:1]([O:3][C:4]([C:6]1[C:10]([C:11]([CH3:14])([CH3:13])[CH3:12])=[C:9]([Br:15])[N:8]([C:16]2[CH:21]=[CH:20][C:19]([F:22])=[CH:18][CH:17]=2)[C:7]=1[CH2:23]Br)=[O:5])[CH3:2].[CH2:25]([O:27][C:28](=[O:38])[CH2:29][NH:30][C:31]([O:33][C:34]([CH3:37])([CH3:36])[CH3:35])=[O:32])[CH3:26].